This data is from Full USPTO retrosynthesis dataset with 1.9M reactions from patents (1976-2016). The task is: Predict the reactants needed to synthesize the given product. (1) Given the product [CH3:16][O:15][C:11]1[CH:10]=[C:9]([C:7]2[CH:8]=[C:3]([CH:4]=[CH:5][C:6]=2[CH3:17])[CH2:2][O:18][C:19]2[N:24]=[CH:23][C:22]3[C@@H:25]4[C@@H:28]([C:29]([O:31][CH2:32][CH3:33])=[O:30])[C@@H:26]4[CH2:27][C:21]=3[CH:20]=2)[CH:14]=[CH:13][N:12]=1, predict the reactants needed to synthesize it. The reactants are: Br[CH2:2][C:3]1[CH:4]=[CH:5][C:6]([CH3:17])=[C:7]([C:9]2[CH:14]=[CH:13][N:12]=[C:11]([O:15][CH3:16])[CH:10]=2)[CH:8]=1.[OH:18][C:19]1[N:24]=[CH:23][C:22]2[CH:25]3[CH:28]([C:29]([O:31][CH2:32][CH3:33])=[O:30])[CH:26]3[CH2:27][C:21]=2[CH:20]=1. (2) The reactants are: [SH:1][C:2]1[CH:3]=[C:4]([CH2:12][C:13]([OH:15])=[O:14])[CH:5]=[C:6]([C:8]([F:11])([F:10])[F:9])[CH:7]=1.[Cl:16][C:17]1[CH:22]=[C:21]([S:23]([CH2:26][CH3:27])(=[O:25])=[O:24])[CH:20]=[CH:19][C:18]=1F. Given the product [Cl:16][C:17]1[CH:22]=[C:21]([S:23]([CH2:26][CH3:27])(=[O:25])=[O:24])[CH:20]=[CH:19][C:18]=1[S:1][C:2]1[CH:3]=[C:4]([CH2:12][C:13]([OH:15])=[O:14])[CH:5]=[C:6]([C:8]([F:11])([F:10])[F:9])[CH:7]=1, predict the reactants needed to synthesize it. (3) Given the product [CH3:1][O:2][C:3]1[CH:4]=[C:5]2[C:10](=[CH:11][C:12]=1[O:13][CH3:14])[N:9]=[CH:8][CH:7]=[C:6]2[O:15][C:16]1[CH:22]=[CH:21][C:19]([NH:20][C:38]([NH:55][C@@H:53]([C:50]2[CH:51]=[CH:52][C:47]([F:46])=[CH:48][CH:49]=2)[CH3:54])=[O:44])=[C:18]([C:23]([F:25])([F:26])[F:24])[CH:17]=1, predict the reactants needed to synthesize it. The reactants are: [CH3:1][O:2][C:3]1[CH:4]=[C:5]2[C:10](=[CH:11][C:12]=1[O:13][CH3:14])[N:9]=[CH:8][CH:7]=[C:6]2[O:15][C:16]1[CH:22]=[CH:21][C:19]([NH2:20])=[C:18]([C:23]([F:26])([F:25])[F:24])[CH:17]=1.C(N(CC)CC)C.ClC(Cl)(O[C:38](=[O:44])OC(Cl)(Cl)Cl)Cl.[F:46][C:47]1[CH:52]=[CH:51][C:50]([C@H:53]([NH2:55])[CH3:54])=[CH:49][CH:48]=1. (4) Given the product [N:16]1([C:12]2[N:11]=[C:10]([C:5]3[CH:6]=[CH:7][CH:8]=[CH:9][C:4]=3[NH2:1])[CH:15]=[CH:14][CH:13]=2)[CH2:20][CH2:19][CH2:18][CH2:17]1, predict the reactants needed to synthesize it. The reactants are: [N+:1]([C:4]1[CH:9]=[CH:8][CH:7]=[CH:6][C:5]=1[C:10]1[CH:15]=[CH:14][CH:13]=[C:12]([N:16]2[CH2:20][CH2:19][CH2:18][CH2:17]2)[N:11]=1)([O-])=O.C(O)(=O)C. (5) Given the product [NH2:30][C:27]1[CH:26]=[CH:25][C:24]([O:23][C:21]2[CH:20]=[CH:19][N:18]=[C:17]([NH:16][C:14]([N:11]3[CH2:10][CH2:9][CH:8]([N:5]4[CH2:4][CH2:3][N:2]([CH3:1])[CH2:7][CH2:6]4)[CH2:13][CH2:12]3)=[O:15])[CH:22]=2)=[CH:29][CH:28]=1, predict the reactants needed to synthesize it. The reactants are: [CH3:1][N:2]1[CH2:7][CH2:6][N:5]([CH:8]2[CH2:13][CH2:12][N:11]([C:14]([NH:16][C:17]3[CH:22]=[C:21]([O:23][C:24]4[CH:29]=[CH:28][C:27]([N+:30]([O-])=O)=[CH:26][CH:25]=4)[CH:20]=[CH:19][N:18]=3)=[O:15])[CH2:10][CH2:9]2)[CH2:4][CH2:3]1. (6) Given the product [CH:37]1[C:38]2[C:43](=[CH:42][CH:41]=[CH:40][CH:39]=2)[CH:44]=[CH:45][C:36]=1[C:19]1[C:18]2[C:22](=[CH:23][C:15]([C:12]3[CH:13]=[CH:14][C:9]([OH:8])=[C:10]([O:46][CH3:47])[CH:11]=3)=[CH:16][CH:17]=2)[NH:21][N:20]=1, predict the reactants needed to synthesize it. The reactants are: C([O:8][C:9]1[CH:14]=[CH:13][C:12]([C:15]2[CH:23]=[C:22]3[C:18]([C:19]([C:36]4[CH:45]=[CH:44][C:43]5[C:38](=[CH:39][CH:40]=[CH:41][CH:42]=5)[CH:37]=4)=[N:20][N:21]3S(C3C(C)=CC(C)=CC=3C)(=O)=O)=[CH:17][CH:16]=2)=[CH:11][C:10]=1[O:46][CH3:47])C1C=CC=CC=1.C(OC1C=CC(C2C=C3C(C(C4C=CC5C(=CC=CC=5)C=4)=NN3)=CC=2)=CC=1OC)C1C=CC=CC=1. (7) The reactants are: [OH:1][CH2:2][C@H:3]1[CH2:8][CH2:7][O:6][CH2:5][C@@H:4]1[NH:9][C:10](=[O:16])[O:11][C:12]([CH3:15])([CH3:14])[CH3:13].[Cl:17][C:18]1[CH:19]=[N:20][N:21]([C:23]2[CH:28]=[CH:27][C:26](O)=[C:25]([F:30])[CH:24]=2)[CH:22]=1.C1CCN(C(N=NC(N2CCCCC2)=O)=O)CC1.P(CCCC)(CCCC)CCCC. Given the product [Cl:17][C:18]1[CH:19]=[N:20][N:21]([C:23]2[CH:28]=[CH:27][C:26]([O:1][CH2:2][C@H:3]3[CH2:8][CH2:7][O:6][CH2:5][C@@H:4]3[NH:9][C:10](=[O:16])[O:11][C:12]([CH3:13])([CH3:15])[CH3:14])=[C:25]([F:30])[CH:24]=2)[CH:22]=1, predict the reactants needed to synthesize it.